From a dataset of Reaction yield outcomes from USPTO patents with 853,638 reactions. Predict the reaction yield, written as a fraction of the theoretical maximum amount of product (1.0 means a 100% yield; for example, 0.34 means a 34% yield). (1) No catalyst specified. The yield is 0.670. The reactants are [NH2:1][C@@H:2]1[CH2:7][CH2:6][C@H:5]([C:8]([OH:10])=[O:9])[CH2:4][CH2:3]1.S(Cl)(Cl)=O.[CH2:15](Cl)Cl. The product is [NH2:1][C@@H:2]1[CH2:7][CH2:6][C@H:5]([C:8]([O:10][CH3:15])=[O:9])[CH2:4][CH2:3]1. (2) The reactants are [Br:1][C:2]1[CH:3]=[CH:4][C:5]2[C:11]3[S:12][C:13]([C:15]([N:17]([C:19]4[CH:27]=[CH:26][C:22]([C:23]([OH:25])=O)=[CH:21][C:20]=4[Cl:28])[CH3:18])=[O:16])=[CH:14][C:10]=3[CH2:9][CH2:8][O:7][C:6]=2[CH:29]=1.C(Cl)Cl.[CH3:33][N:34]1[CH2:39][CH2:38][NH:37][CH2:36][CH2:35]1.C(N(CC)C(C)C)(C)C.F[P-](F)(F)(F)(F)F.N1(OC(N(C)C)=[N+](C)C)C2C=CC=CC=2N=N1. No catalyst specified. The product is [Br:1][C:2]1[CH:3]=[CH:4][C:5]2[C:11]3[S:12][C:13]([C:15]([N:17]([C:19]4[CH:27]=[CH:26][C:22]([C:23]([N:37]5[CH2:38][CH2:39][N:34]([CH3:33])[CH2:35][CH2:36]5)=[O:25])=[CH:21][C:20]=4[Cl:28])[CH3:18])=[O:16])=[CH:14][C:10]=3[CH2:9][CH2:8][O:7][C:6]=2[CH:29]=1. The yield is 0.820. (3) The reactants are O.[I-].[I:3][C:4]1[CH:5]=[C+:6][C:7]2[NH:8][C:9]3[C:14]([Se:15][C:16]=2[CH:17]=1)=[CH:13][C:12](I)=[CH:11][CH:10]=3.[I-].C(N([C:27]1[CH:28]=[CH:29][C:30]2[NH:31][C:32]3[C:37]([SeH+]C=2[CH:40]=1)=[CH:36][C:35](N(CCC)CCC)=[CH:34]C=3)CCC)CC.C(N(CC)CC)C.[CH2:55]([NH:60][CH2:61][CH2:62][CH2:63][CH2:64][CH3:65])[CH2:56][CH2:57][CH2:58][CH3:59]. The catalyst is CO. The product is [I-:3].[CH2:61]([N:60]([C:4]1[CH:5]=[CH:6][C:7]2[NH:8][C:9]3[C:14]([SeH+:15][C:16]=2[CH:17]=1)=[CH:13][C:12]([N:31]([CH2:30][CH2:29][CH2:28][CH2:27][CH3:40])[CH2:32][CH2:37][CH2:36][CH2:35][CH3:34])=[CH:11][CH:10]=3)[CH2:55][CH2:56][CH2:57][CH2:58][CH3:59])[CH2:62][CH2:63][CH2:64][CH3:65]. The yield is 0.170. (4) The reactants are [C:1]([CH2:11][CH2:12][CH2:13][CH2:14][CH2:15][CH2:16][C:17]([OH:19])=O)(=[O:10])[C:2]1[CH:7]=[CH:6][C:5]([O:8][CH3:9])=[CH:4][CH:3]=1.[NH2:20][OH:21].Cl. The catalyst is C(N(CC)CC)C. The product is [OH:21][NH:20][C:17](=[O:19])[CH2:16][CH2:15][CH2:14][CH2:13][CH2:12][CH2:11][C:1](=[O:10])[C:2]1[CH:7]=[CH:6][C:5]([O:8][CH3:9])=[CH:4][CH:3]=1. The yield is 0.480. (5) The reactants are [NH2:1][C:2]1[N:7]=[C:6]([C:8]2C(C)=C(S([O-])(=O)=O)C(C)=CC=2C)[C:5]([CH2:21][C:22]2[CH:27]=[CH:26][C:25]([Br:28])=[CH:24][C:23]=2[O:29][CH3:30])=[C:4](C)[N:3]=1.[NH2:32][C@@H:33]([CH2:36][CH2:37][CH3:38])[CH2:34][OH:35]. No catalyst specified. The product is [NH2:1][C:2]1[N:3]=[C:4]([NH:32][C@@H:33]([CH2:36][CH2:37][CH3:38])[CH2:34][OH:35])[C:5]([CH2:21][C:22]2[CH:27]=[CH:26][C:25]([Br:28])=[CH:24][C:23]=2[O:29][CH3:30])=[C:6]([CH3:8])[N:7]=1. The yield is 0.980.